The task is: Predict the product of the given reaction.. This data is from Forward reaction prediction with 1.9M reactions from USPTO patents (1976-2016). (1) Given the reactants Cl[S:2]([C:5]1[C:10]2[NH:11][C:12](=[O:14])[NH:13][C:9]=2[CH:8]=[C:7]([C:15]([OH:17])=[O:16])[CH:6]=1)(=O)=O.O1CCCC1.C1(P(C2C=CC=CC=2)C2C=CC=CC=2)C=CC=CC=1.[OH-].[Na+], predict the reaction product. The product is: [SH:2][C:5]1[C:10]2[NH:11][C:12](=[O:14])[NH:13][C:9]=2[CH:8]=[C:7]([C:15]([OH:17])=[O:16])[CH:6]=1. (2) Given the reactants [N:1]1[N:5]2[C:6]([C:10]3[CH:11]=[C:12]([NH:16][C:17](=[O:28])[C:18]4[CH:23]=[CH:22][CH:21]=[C:20]([C:24]([F:27])([F:26])[F:25])[CH:19]=4)[CH:13]=[CH:14][CH:15]=3)=[CH:7][CH:8]=[N:9][C:4]2=[CH:3][CH:2]=1.C([BH3-])#N.[Na+], predict the reaction product. The product is: [N:1]1[N:5]2[C:6]([C:10]3[CH:11]=[C:12]([NH:16][C:17](=[O:28])[C:18]4[CH:23]=[CH:22][CH:21]=[C:20]([C:24]([F:25])([F:26])[F:27])[CH:19]=4)[CH:13]=[CH:14][CH:15]=3)=[CH:7][CH2:8][NH:9][C:4]2=[CH:3][CH:2]=1. (3) Given the reactants Cl[C:2]1[N:7]=[CH:6][C:5]([C:8]2[N:12]([CH:13]([CH:23]3[CH2:28][CH2:27][CH2:26][CH2:25][CH2:24]3)[C:14]([NH:16][CH:17]3[CH2:22][CH2:21][CH2:20][CH2:19][CH2:18]3)=[O:15])[C:11]3[CH:29]=[CH:30][CH:31]=[CH:32][C:10]=3[N:9]=2)=[CH:4][CH:3]=1.[CH2:33]([NH:35][CH2:36][CH3:37])[CH3:34], predict the reaction product. The product is: [CH:23]1([CH:13]([N:12]2[C:11]3[CH:29]=[CH:30][CH:31]=[CH:32][C:10]=3[N:9]=[C:8]2[C:5]2[CH:6]=[N:7][C:2]([N:35]([CH2:36][CH3:37])[CH2:33][CH3:34])=[CH:3][CH:4]=2)[C:14]([NH:16][CH:17]2[CH2:22][CH2:21][CH2:20][CH2:19][CH2:18]2)=[O:15])[CH2:28][CH2:27][CH2:26][CH2:25][CH2:24]1. (4) Given the reactants [C:1]([O:5][C:6](=[O:15])[NH:7][CH2:8][CH:9]1[CH2:14][CH2:13][O:12][CH2:11][CH2:10]1)([CH3:4])([CH3:3])[CH3:2].[H-].[Na+].[CH3:18]I, predict the reaction product. The product is: [C:1]([O:5][C:6](=[O:15])[N:7]([CH3:18])[CH2:8][CH:9]1[CH2:10][CH2:11][O:12][CH2:13][CH2:14]1)([CH3:4])([CH3:2])[CH3:3]. (5) Given the reactants [Br:1][C:2]1[CH:3]=[C:4]([O:12][C:13]([F:16])([F:15])[F:14])[C:5]([O:10][CH3:11])=[C:6]([CH:9]=1)C=O.[CH:17]([O:24][CH2:25][CH3:26])([O:21][CH2:22][CH3:23])OCC, predict the reaction product. The product is: [Br:1][C:2]1[CH:3]=[C:4]([O:12][C:13]([F:14])([F:15])[F:16])[C:5]([O:10][CH3:11])=[C:6]([CH:17]([O:21][CH2:22][CH3:23])[O:24][CH2:25][CH3:26])[CH:9]=1. (6) The product is: [I:1][C:2]1[CH:3]=[C:4]([NH:5][NH2:9])[CH:6]=[CH:7][CH:8]=1. Given the reactants [I:1][C:2]1[CH:3]=[C:4]([CH:6]=[CH:7][CH:8]=1)[NH2:5].[N:9]([O-])=O.[Na+].O.O.[Sn](Cl)Cl, predict the reaction product. (7) Given the reactants Br[C:2]1[N:6]([CH2:7][C:8]2[C:13]([F:14])=[CH:12][C:11]([O:15][CH2:16][CH3:17])=[CH:10][C:9]=2[F:18])[N:5]=[C:4]([C:19]2[N:24]=[C:23]([NH2:25])[C:22]([O:26][CH3:27])=[CH:21][N:20]=2)[C:3]=1[CH3:28].[Cu][C:30]#[N:31].N.C(OCC)(=O)C, predict the reaction product. The product is: [NH2:25][C:23]1[C:22]([O:26][CH3:27])=[CH:21][N:20]=[C:19]([C:4]2[C:3]([CH3:28])=[C:2]([C:30]#[N:31])[N:6]([CH2:7][C:8]3[C:13]([F:14])=[CH:12][C:11]([O:15][CH2:16][CH3:17])=[CH:10][C:9]=3[F:18])[N:5]=2)[N:24]=1. (8) The product is: [CH3:20][C:18]1[N:19]=[C:5]2[C:4]([O:3][CH2:23][C:24]3[CH:29]=[CH:28][CH:27]=[CH:26][CH:25]=3)=[CH:9][C:8]([N:10]3[CH:15]=[CH:14][CH:13]=[CH:12][C:11]3=[O:16])=[CH:7][N:6]2[C:17]=1[CH3:21]. Given the reactants [H-].[Na+].[OH:3][C:4]1[C:5]2[N:6]([C:17]([CH3:21])=[C:18]([CH3:20])[N:19]=2)[CH:7]=[C:8]([N:10]2[CH:15]=[CH:14][CH:13]=[CH:12][C:11]2=[O:16])[CH:9]=1.Br[CH2:23][C:24]1[CH:29]=[CH:28][CH:27]=[CH:26][CH:25]=1, predict the reaction product.